This data is from Catalyst prediction with 721,799 reactions and 888 catalyst types from USPTO. The task is: Predict which catalyst facilitates the given reaction. (1) Reactant: C([O:8][C:9](=[O:45])[C:10]([CH3:44])([CH3:43])[CH2:11][O:12][C:13]([O:15][CH:16]([N:18]1[N:22]=[C:21]([C:23]2[CH:24]=[C:25]([C:30]3[CH:35]=[CH:34][C:33]([O:36][C:37]([F:40])([F:39])[F:38])=[CH:32][CH:31]=3)[CH:26]=[C:27]([Cl:29])[CH:28]=2)[C:20]([C:41]#[N:42])=[N:19]1)[CH3:17])=[O:14])C1C=CC=CC=1.C1CC=CCC=1. Product: [Cl:29][C:27]1[CH:28]=[C:23]([C:21]2[C:20]([C:41]#[N:42])=[N:19][N:18]([CH:16]([O:15][C:13]([O:12][CH2:11][C:10]([CH3:43])([CH3:44])[C:9]([OH:45])=[O:8])=[O:14])[CH3:17])[N:22]=2)[CH:24]=[C:25]([C:30]2[CH:35]=[CH:34][C:33]([O:36][C:37]([F:40])([F:39])[F:38])=[CH:32][CH:31]=2)[CH:26]=1. The catalyst class is: 29. (2) Reactant: [Cl:1][C:2]1[CH:15]=[C:14]([Cl:16])[C:13]([O:17][C:18]2[N:22]([CH3:23])[N:21]=[C:20]([CH3:24])[C:19]=2[CH:25]=[O:26])=[CH:12][C:3]=1[O:4][CH:5]([CH3:11])[C:6]([O:8][CH2:9][CH3:10])=[O:7].[BH4-].[Na+]. Product: [Cl:1][C:2]1[CH:15]=[C:14]([Cl:16])[C:13]([O:17][C:18]2[N:22]([CH3:23])[N:21]=[C:20]([CH3:24])[C:19]=2[CH2:25][OH:26])=[CH:12][C:3]=1[O:4][CH:5]([CH3:11])[C:6]([O:8][CH2:9][CH3:10])=[O:7]. The catalyst class is: 30. (3) Reactant: [CH2:1]([N:5]1[C:9](=[O:10])[C:8](Cl)=[C:7]([C:12]2[CH:17]=[CH:16][CH:15]=[CH:14][CH:13]=2)[S:6]1(=[O:19])=[O:18])[CH2:2][CH2:3][CH3:4].[NH2:20][C:21]1[N:25]=[CH:24][NH:23][N:22]=1. Product: [CH2:1]([N:5]1[C:9](=[O:10])[C:8]([NH:20][C:21]2[N:25]=[CH:24][NH:23][N:22]=2)=[C:7]([C:12]2[CH:17]=[CH:16][CH:15]=[CH:14][CH:13]=2)[S:6]1(=[O:19])=[O:18])[CH2:2][CH2:3][CH3:4]. The catalyst class is: 3. (4) Reactant: C[N:2](C)[CH:3]=[C:4]([C:10]1[CH:11]=[N:12][CH:13]=[C:14]([Br:16])[CH:15]=1)[C:5]([O:7]CC)=O.[NH:18]([C:20]1[CH:25]=[C:24]([N:26]2[CH2:31][CH2:30][CH2:29][CH2:28][CH2:27]2)[N:23]=[CH:22][N:21]=1)N.C1(C)C=CC(S(O)(=O)=O)=CC=1.[ClH:43]. Product: [ClH:43].[Br:16][C:14]1[CH:15]=[C:10]([C:4]2[C:5](=[O:7])[N:18]([C:20]3[CH:25]=[C:24]([N:26]4[CH2:27][CH2:28][CH2:29][CH2:30][CH2:31]4)[N:23]=[CH:22][N:21]=3)[NH:2][CH:3]=2)[CH:11]=[N:12][CH:13]=1. The catalyst class is: 714. (5) Reactant: N([O-])=O.[Na+].[OH:5][CH2:6][C:7]1[N:11]([CH2:12][C:13]#[CH:14])[C:10](S)=[N:9][CH:8]=1.C(=O)([O-])[O-].[K+].[K+]. Product: [OH:5][CH2:6][C:7]1[N:11]([CH2:12][C:13]#[CH:14])[CH:10]=[N:9][CH:8]=1. The catalyst class is: 6. (6) Reactant: [C:1](Cl)(=[O:8])[C:2]1[CH:7]=[CH:6][CH:5]=[CH:4][CH:3]=1.[C:10]1([CH:16]([NH:19][C:20]([C:22]2[CH:23]=[C:24]3[C:28](=[CH:29][CH:30]=2)[NH:27][CH:26]=[CH:25]3)=[O:21])[CH2:17][CH3:18])[CH:15]=[CH:14][CH:13]=[CH:12][CH:11]=1.CCN(CC)CC. Product: [C:1]([N:27]1[C:28]2[C:24](=[CH:23][C:22]([C:20]([NH:19][CH:16]([C:10]3[CH:11]=[CH:12][CH:13]=[CH:14][CH:15]=3)[CH2:17][CH3:18])=[O:21])=[CH:30][CH:29]=2)[CH:25]=[CH:26]1)(=[O:8])[C:2]1[CH:7]=[CH:6][CH:5]=[CH:4][CH:3]=1. The catalyst class is: 2. (7) Reactant: [N:1]1[CH:6]=[CH:5][CH:4]=[CH:3][C:2]=1[C:7]1[N:11]=[C:10]([C:12]2[CH:17]=[C:16]([OH:18])[CH:15]=[C:14]([C:19]#[N:20])[CH:13]=2)[O:9][N:8]=1.C(=O)([O-])[O-].[K+].[K+].[CH2:27](I)[CH2:28][CH3:29]. Product: [N:1]1[CH:6]=[CH:5][CH:4]=[CH:3][C:2]=1[C:7]1[N:11]=[C:10]([C:12]2[CH:17]=[C:16]([O:18][CH2:27][CH2:28][CH3:29])[CH:15]=[C:14]([C:19]#[N:20])[CH:13]=2)[O:9][N:8]=1. The catalyst class is: 204. (8) Reactant: [N+:1]([C:4]1[CH:5]=[CH:6][C:7]2[O:11][C:10](=[O:12])[NH:9][C:8]=2[CH:13]=1)([O-])=O. Product: [NH2:1][C:4]1[CH:5]=[CH:6][C:7]2[O:11][C:10](=[O:12])[NH:9][C:8]=2[CH:13]=1. The catalyst class is: 19. (9) Reactant: [F:1][C:2]1[CH:30]=[CH:29][C:5]([C:6]([NH:8][C:9]2[C:10]([CH3:28])=[C:11]([CH3:27])[C:12]3[O:16][C:15]([CH3:17])=[C:14]([C:18]4[CH:23]=[CH:22][C:21]([F:24])=[CH:20][CH:19]=4)[C:13]=3[C:25]=2[CH3:26])=O)=[CH:4][CH:3]=1. Product: [F:1][C:2]1[CH:30]=[CH:29][C:5]([CH2:6][NH:8][C:9]2[C:10]([CH3:28])=[C:11]([CH3:27])[C:12]3[O:16][C:15]([CH3:17])=[C:14]([C:18]4[CH:23]=[CH:22][C:21]([F:24])=[CH:20][CH:19]=4)[C:13]=3[C:25]=2[CH3:26])=[CH:4][CH:3]=1. The catalyst class is: 8.